Dataset: Forward reaction prediction with 1.9M reactions from USPTO patents (1976-2016). Task: Predict the product of the given reaction. (1) Given the reactants Br[C:2]1[CH:3]=[CH:4][C:5]2[C:9]3[CH:10]=[CH:11][CH:12]=[CH:13][C:8]=3[O:7][C:6]=2[CH:14]=1.C([Li])(C)(C)C.CCCCCC.CN(C)[CH:28]=[O:29], predict the reaction product. The product is: [CH:4]1[C:5]2[C:9]3[CH:10]=[CH:11][CH:12]=[CH:13][C:8]=3[O:7][C:6]=2[CH:14]=[C:2]([CH:28]=[O:29])[CH:3]=1. (2) Given the reactants [NH2:1][C:2]1[CH:21]=[CH:20][C:5]2[N:6]([CH2:12][CH2:13][CH:14]3[CH2:18][CH2:17][CH2:16][N:15]3[CH3:19])[C:7](=O)[CH2:8][CH2:9][CH2:10][C:4]=2[CH:3]=1.[H-].[H-].[H-].[H-].[Li+].[Al+3], predict the reaction product. The product is: [CH3:19][N:15]1[CH2:16][CH2:17][CH2:18][CH:14]1[CH2:13][CH2:12][N:6]1[CH2:7][CH2:8][CH2:9][CH2:10][C:4]2[CH:3]=[C:2]([NH2:1])[CH:21]=[CH:20][C:5]1=2.